From a dataset of Full USPTO retrosynthesis dataset with 1.9M reactions from patents (1976-2016). Predict the reactants needed to synthesize the given product. (1) Given the product [C:1]([O:5][C:6]([N:8]([C:13]1[CH:14]=[C:15]([CH:19]=[CH:20][C:21]=1[O:22][CH3:23])[C:16]([S:55][CH2:56][C:57]([OH:59])=[O:58])=[O:17])[S:9]([CH3:12])(=[O:11])=[O:10])=[O:7])([CH3:4])([CH3:3])[CH3:2], predict the reactants needed to synthesize it. The reactants are: [C:1]([O:5][C:6]([N:8]([C:13]1[CH:14]=[C:15]([CH:19]=[CH:20][C:21]=1[O:22][CH3:23])[C:16](O)=[O:17])[S:9]([CH3:12])(=[O:11])=[O:10])=[O:7])([CH3:4])([CH3:3])[CH3:2].CN(C(ON1N=NC2C=CC=NC1=2)=[N+](C)C)C.F[P-](F)(F)(F)(F)F.CN1CCOCC1.[SH:55][CH2:56][C:57]([OH:59])=[O:58]. (2) Given the product [CH3:1][C:2]1[CH:9]=[CH:8][CH:7]=[C:6]([CH3:10])[C:3]=1[CH2:4][O:5][C:26]1[CH:27]=[C:28]([C:32]2([C:35]#[N:36])[CH2:33][CH2:34]2)[CH:29]=[CH:30][CH:31]=1, predict the reactants needed to synthesize it. The reactants are: [CH3:1][C:2]1[CH:9]=[CH:8][CH:7]=[C:6]([CH3:10])[C:3]=1[CH2:4][OH:5].N(C(OC(C)C)=O)=NC(OC(C)C)=O.O[C:26]1[CH:27]=[C:28]([C:32]2([C:35]#[N:36])[CH2:34][CH2:33]2)[CH:29]=[CH:30][CH:31]=1.C1(P(C2C=CC=CC=2)C2C=CC=CC=2)C=CC=CC=1. (3) Given the product [C:1]([O:5][C:6](=[O:14])[CH2:7][CH:8]1[CH2:13][CH2:12][N:11]([C:33](=[S:34])[NH2:32])[CH2:10][CH2:9]1)([CH3:4])([CH3:2])[CH3:3], predict the reactants needed to synthesize it. The reactants are: [C:1]([O:5][C:6](=[O:14])[CH2:7][CH:8]1[CH2:13][CH2:12][NH:11][CH2:10][CH2:9]1)([CH3:4])([CH3:3])[CH3:2].C1C2C(COC([N:32]=[C:33]=[S:34])=O)C3C(=CC=CC=3)C=2C=CC=1.N1CCCCC1. (4) Given the product [CH3:30][CH:29]([C:31]1[N:35]=[C:34]([N:36]2[CH2:37][CH2:38][CH:39]([CH2:42][O:1][C:2]3[CH:7]=[CH:6][C:5]([C:8]4[CH:9]=[CH:10][C:11]([S:14]([NH:17][CH2:18][CH2:19][NH:20][C:21](=[O:27])[O:22][C:23]([CH3:24])([CH3:26])[CH3:25])(=[O:15])=[O:16])=[CH:12][CH:13]=4)=[CH:4][CH:3]=3)[CH2:40][CH2:41]2)[O:33][N:32]=1)[CH3:28], predict the reactants needed to synthesize it. The reactants are: [OH:1][C:2]1[CH:7]=[CH:6][C:5]([C:8]2[CH:13]=[CH:12][C:11]([S:14]([NH:17][CH2:18][CH2:19][NH:20][C:21](=[O:27])[O:22][C:23]([CH3:26])([CH3:25])[CH3:24])(=[O:16])=[O:15])=[CH:10][CH:9]=2)=[CH:4][CH:3]=1.[CH3:28][CH:29]([C:31]1[N:35]=[C:34]([N:36]2[CH2:41][CH2:40][CH:39]([CH2:42]O)[CH2:38][CH2:37]2)[O:33][N:32]=1)[CH3:30].C1C=CC(P(C2C=CC=CC=2)C2C=CC=CC=2)=CC=1.N(C(OC(C)C)=O)=NC(OC(C)C)=O. (5) Given the product [C:12]1([C:17]2[CH:18]=[CH:19][CH:20]=[CH:21][CH:22]=2)[CH:13]=[CH:14][CH:15]=[CH:16][C:11]=1[NH:10][C:5]1[C:4]([NH2:1])=[CH:9][CH:8]=[CH:7][CH:6]=1, predict the reactants needed to synthesize it. The reactants are: [N+:1]([C:4]1[CH:9]=[CH:8][CH:7]=[CH:6][C:5]=1[NH:10][C:11]1[C:12]([C:17]2[CH:22]=[CH:21][CH:20]=[CH:19][CH:18]=2)=[CH:13][CH:14]=[CH:15][CH:16]=1)([O-])=O.[H][H]. (6) Given the product [F:19][C:2]([F:1])([F:18])[C:3]([C:5]1[C:13]2[C:8](=[CH:9][C:10]([C:14]([F:15])([F:16])[F:17])=[CH:11][CH:12]=2)[N:7]([CH:27]([CH3:29])[CH3:28])[CH:6]=1)=[O:4], predict the reactants needed to synthesize it. The reactants are: [F:1][C:2]([F:19])([F:18])[C:3]([C:5]1[C:13]2[C:8](=[CH:9][C:10]([C:14]([F:17])([F:16])[F:15])=[CH:11][CH:12]=2)[NH:7][CH:6]=1)=[O:4].C(=O)([O-])[O-].[K+].[K+].I[CH:27]([CH3:29])[CH3:28]. (7) Given the product [NH2:11][C:9]1[CH:8]=[CH:7][C:6]2[N:2]([CH3:1])[C:3](=[O:19])[N:4]([CH2:14][C:15]([F:18])([F:17])[F:16])[C:5]=2[CH:10]=1, predict the reactants needed to synthesize it. The reactants are: [CH3:1][N:2]1[C:6]2[CH:7]=[CH:8][C:9]([N+:11]([O-])=O)=[CH:10][C:5]=2[N:4]([CH2:14][C:15]([F:18])([F:17])[F:16])[C:3]1=[O:19].C([O-])=O.[NH4+]. (8) Given the product [F:25][C:22]1[CH:23]=[CH:24][C:19]([C:14]2[C:15]3[N:16]([CH:32]=[N:18][N:17]=3)[C:11]([NH:10][C:2]([C:4]3[CH:5]=[CH:6][CH:7]=[CH:8][CH:9]=3)([CH3:1])[CH3:3])=[N:12][C:13]=2[C:26]2[CH:27]=[CH:28][N:29]=[CH:30][CH:31]=2)=[CH:20][CH:21]=1, predict the reactants needed to synthesize it. The reactants are: [CH3:1][C:2]([NH:10][C:11]1[N:16]=[C:15]([NH:17][NH2:18])[C:14]([C:19]2[CH:24]=[CH:23][C:22]([F:25])=[CH:21][CH:20]=2)=[C:13]([C:26]2[CH:31]=[CH:30][N:29]=[CH:28][CH:27]=2)[N:12]=1)([C:4]1[CH:9]=[CH:8][CH:7]=[CH:6][CH:5]=1)[CH3:3].[CH3:32]OC(OC)OC.FC(F)(F)C(O)=O. (9) Given the product [CH:1]([C:4]1[CH:5]=[C:6]([N:7]2[CH:11]=[C:31]([C:30]([OH:33])=[O:32])[N:21]=[CH:24]2)[CH:8]=[CH:9][CH:10]=1)([CH3:3])[CH3:2], predict the reactants needed to synthesize it. The reactants are: [CH:1]([C:4]1[CH:5]=[C:6]([CH:8]=[CH:9][CH:10]=1)[NH2:7])([CH3:3])[CH3:2].[CH:11](OCC)(OCC)OCC.[N+:21]([CH2:24]C(OCC)=O)([O-])=O.[C:30]([OH:33])(=[O:32])[CH3:31].